This data is from Forward reaction prediction with 1.9M reactions from USPTO patents (1976-2016). The task is: Predict the product of the given reaction. (1) Given the reactants [OH-].[Na+].C[O:4][C:5]([C:7]1([C:14]2[CH:19]=[CH:18][CH:17]=[CH:16][CH:15]=2)[CH2:13][CH2:12][CH2:11][CH2:10][CH2:9][CH2:8]1)=[O:6], predict the reaction product. The product is: [C:14]1([C:7]2([C:5]([OH:6])=[O:4])[CH2:13][CH2:12][CH2:11][CH2:10][CH2:9][CH2:8]2)[CH:19]=[CH:18][CH:17]=[CH:16][CH:15]=1. (2) Given the reactants [CH3:1][O:2][C:3]1[CH:4]=[C:5]([CH2:11][CH2:12][NH:13][C:14](=[O:28])[C:15]([C:18]2[CH:27]=[CH:26][C:25]3[CH2:24][CH2:23][CH2:22][CH2:21][C:20]=3[CH:19]=2)=[CH:16][OH:17])[CH:6]=[CH:7][C:8]=1[O:9][CH3:10].CN(C)C=O.Br[CH2:35][F:36].[H-].[Na+], predict the reaction product. The product is: [CH3:1][O:2][C:3]1[CH:4]=[C:5]([CH2:11][CH2:12][NH:13][C:14](=[O:28])[C:15]([C:18]2[CH:27]=[CH:26][C:25]3[CH2:24][CH2:23][CH2:22][CH2:21][C:20]=3[CH:19]=2)=[CH:16][O:17][CH2:35][F:36])[CH:6]=[CH:7][C:8]=1[O:9][CH3:10]. (3) The product is: [O:1]1[CH:5]=[CH:4][CH:3]=[C:2]1[C:6]1[O:7][C:8]([CH3:39])=[C:9]([CH2:11][O:12][C:13]2[CH:36]=[CH:35][C:16]([CH2:17][O:18][C:19]3[C:23]([CH2:24][OH:25])=[CH:22][N:21]([C:29]4[CH:30]=[CH:31][CH:32]=[CH:33][CH:34]=4)[N:20]=3)=[CH:15][C:14]=2[O:37][CH3:38])[N:10]=1. Given the reactants [O:1]1[CH:5]=[CH:4][CH:3]=[C:2]1[C:6]1[O:7][C:8]([CH3:39])=[C:9]([CH2:11][O:12][C:13]2[CH:36]=[CH:35][C:16]([CH2:17][O:18][C:19]3[C:23]([C:24](OCC)=[O:25])=[CH:22][N:21]([C:29]4[CH:34]=[CH:33][CH:32]=[CH:31][CH:30]=4)[N:20]=3)=[CH:15][C:14]=2[O:37][CH3:38])[N:10]=1.[H-].[Al+3].[Li+].[H-].[H-].[H-].O.O.O.O.O.O.O.O.O.O.S([O-])([O-])(=O)=O.[Na+].[Na+], predict the reaction product.